This data is from Forward reaction prediction with 1.9M reactions from USPTO patents (1976-2016). The task is: Predict the product of the given reaction. (1) Given the reactants BrC1N=C2C=CN(COCC[Si](C)(C)C)C2=NC=1.CN.[CH3:21][NH:22][C:23]1[N:24]=[C:25]2[CH:31]=[CH:30][N:29]([CH2:32][O:33][CH2:34][CH2:35][Si:36]([CH3:39])([CH3:38])[CH3:37])[C:26]2=[N:27][CH:28]=1.[CH:40]1([N:46]=[C:47]=[O:48])[CH2:45][CH2:44][CH2:43][CH2:42][CH2:41]1, predict the reaction product. The product is: [CH:40]1([NH:46][C:47](=[O:48])[N:22]([CH3:21])[C:23]2[N:24]=[C:25]3[CH:31]=[CH:30][N:29]([CH2:32][O:33][CH2:34][CH2:35][Si:36]([CH3:39])([CH3:38])[CH3:37])[C:26]3=[N:27][CH:28]=2)[CH2:45][CH2:44][CH2:43][CH2:42][CH2:41]1. (2) Given the reactants Cl.[NH2:2][C@H:3]1[CH2:8][CH2:7][C@H:6]([NH:9][C:10]([C:12]2[C:16]3[N:17]=[CH:18][N:19]=[C:20]([C:21]4[CH:26]=[C:25]([O:27][CH3:28])[CH:24]=[CH:23][C:22]=4[O:29][CH2:30][CH:31]4[CH2:33][CH2:32]4)[C:15]=3[NH:14][C:13]=2[CH3:34])=[O:11])[CH2:5][CH2:4]1.[C:35](Cl)(=[O:37])[CH3:36], predict the reaction product. The product is: [C:35]([NH:2][C@H:3]1[CH2:8][CH2:7][C@H:6]([NH:9][C:10]([C:12]2[C:16]3[N:17]=[CH:18][N:19]=[C:20]([C:21]4[CH:26]=[C:25]([O:27][CH3:28])[CH:24]=[CH:23][C:22]=4[O:29][CH2:30][CH:31]4[CH2:32][CH2:33]4)[C:15]=3[NH:14][C:13]=2[CH3:34])=[O:11])[CH2:5][CH2:4]1)(=[O:37])[CH3:36]. (3) Given the reactants C(=O)([O:7][C:8]1[CH:13]=[CH:12][C:11]([F:14])=[C:10]([C:15]([C:17]2[CH:18]=[C:19]3[C:24](=[CH:25][CH:26]=2)[N:23]=[CH:22][C:21](Cl)=[N:20]3)=[O:16])[C:9]=1[F:28])OC(C)(C)C.Cl.[O:31]1CCOC[CH2:32]1, predict the reaction product. The product is: [F:28][C:9]1[C:8]([OH:7])=[CH:13][CH:12]=[C:11]([F:14])[C:10]=1[C:15]([C:17]1[CH:18]=[C:19]2[C:24](=[CH:25][CH:26]=1)[N:23]=[CH:22][C:21]([O:31][CH3:32])=[N:20]2)=[O:16].